Dataset: Full USPTO retrosynthesis dataset with 1.9M reactions from patents (1976-2016). Task: Predict the reactants needed to synthesize the given product. (1) Given the product [Cl:1][C:2]1[CH:7]=[C:6]([NH:14][C:13]2[CH:15]=[CH:16][C:10]([F:9])=[C:11]([O:17][CH3:18])[CH:12]=2)[CH:5]=[CH:4][N:3]=1, predict the reactants needed to synthesize it. The reactants are: [Cl:1][C:2]1[CH:7]=[C:6](I)[CH:5]=[CH:4][N:3]=1.[F:9][C:10]1[CH:16]=[CH:15][C:13]([NH2:14])=[CH:12][C:11]=1[O:17][CH3:18].C1(P(C2C=CC=CC=2)CCCP(C2C=CC=CC=2)C2C=CC=CC=2)C=CC=CC=1.CC(C)([O-])C.[Na+].OP([O-])(O)=O.[K+]. (2) Given the product [Cl:1][C:2]1[CH:10]=[C:9]2[C:5]([C:6]([C:11]([N:13]3[CH2:18][CH2:17][N:16]([C:19]4[CH:24]=[CH:23][CH:22]=[CH:21][C:20]=4[F:25])[CH2:15][CH2:14]3)=[O:12])=[CH:7][N:8]2[CH2:27][C:28]([NH:30][CH3:31])=[O:29])=[CH:4][CH:3]=1, predict the reactants needed to synthesize it. The reactants are: [Cl:1][C:2]1[CH:10]=[C:9]2[C:5]([C:6]([C:11]([N:13]3[CH2:18][CH2:17][N:16]([C:19]4[CH:24]=[CH:23][CH:22]=[CH:21][C:20]=4[F:25])[CH2:15][CH2:14]3)=[O:12])=[CH:7][NH:8]2)=[CH:4][CH:3]=1.Cl[CH2:27][C:28]([NH:30][CH3:31])=[O:29]. (3) Given the product [C:31]([C:24]1[C:25]2[CH2:30][CH2:29][CH2:28][CH2:27][C:26]=2[S:22][C:23]=1[NH:42][C:44](=[O:45])[CH2:34][N:10]1[C:2]2[CH2:3][N:4]([C:15]([O:17][C:18]([CH3:21])([CH3:20])[CH3:19])=[O:16])[CH2:5][CH2:6][C:7]=2[C:8]([C:11]([F:14])([F:13])[F:12])=[N:9]1)(=[O:32])[NH2:33], predict the reactants needed to synthesize it. The reactants are: O[C:2]12[NH:10][N:9]=[C:8]([C:11]([F:14])([F:13])[F:12])[CH:7]1[CH2:6][CH2:5][N:4]([C:15]([O:17][C:18]([CH3:21])([CH3:20])[CH3:19])=[O:16])[CH2:3]2.[S:22]1[C:26]2[CH2:27][CH2:28][CH2:29][CH2:30][C:25]=2[C:24]([C:31]([NH2:33])=[O:32])=[CH:23]1.[C:34](=O)([O-])[O-].[K+].[K+].O.C[N:42]([CH:44]=[O:45])C. (4) Given the product [O:36]1[CH2:24][CH:23]1[C:20]1[CH:19]=[CH:18][C:17]([C:14]2[N:13]=[C:12]([C:9]3[C:8]([CH2:25][CH2:26][CH3:27])=[C:7]([C:1]4[CH:6]=[CH:5][CH:4]=[CH:3][CH:2]=4)[O:11][N:10]=3)[O:16][N:15]=2)=[CH:22][CH:21]=1, predict the reactants needed to synthesize it. The reactants are: [C:1]1([C:7]2[O:11][N:10]=[C:9]([C:12]3[O:16][N:15]=[C:14]([C:17]4[CH:22]=[CH:21][C:20]([CH:23]=[CH2:24])=[CH:19][CH:18]=4)[N:13]=3)[C:8]=2[CH2:25][CH2:26][CH3:27])[CH:6]=[CH:5][CH:4]=[CH:3][CH:2]=1.C1C=C(Cl)C=C(C(OO)=[O:36])C=1. (5) Given the product [CH2:23]([CH:15]1[N:12]([C:13]2[CH:14]=[CH:30][CH:26]=[CH:27][CH:28]=2)[C:2](=[O:3])[C:4]([C:5]([O:7][CH2:8][CH3:9])=[O:6])=[C:17]([OH:20])[CH2:16]1)[CH3:24], predict the reactants needed to synthesize it. The reactants are: Cl[C:2]([CH2:4][C:5]([O:7][CH2:8][CH3:9])=[O:6])=[O:3].C([N:12]([CH2:15][CH3:16])[CH2:13][CH3:14])C.[C:17](=[O:20])([O-])O.[Na+].[O-][CH2:23][CH3:24].[Na+].[CH2:26]1[CH2:30]O[CH2:28][CH2:27]1. (6) Given the product [CH3:1][C:2]1[N:7]2[N:8]=[C:9]([CH2:11][CH2:12][C:13]3[N:18]=[C:17]([N+:21]([O-:23])=[O:22])[C:16]([OH:19])=[CH:15][CH:14]=3)[N:10]=[C:6]2[C:5]([CH3:20])=[N:4][CH:3]=1, predict the reactants needed to synthesize it. The reactants are: [CH3:1][C:2]1[N:7]2[N:8]=[C:9]([CH2:11][CH2:12][C:13]3[N:18]=[CH:17][C:16]([OH:19])=[CH:15][CH:14]=3)[N:10]=[C:6]2[C:5]([CH3:20])=[N:4][CH:3]=1.[N+:21]([O-])([OH:23])=[O:22].[OH-].[Na+]. (7) Given the product [N:1]1([CH2:5][CH2:6][N:7]2[CH:11]=[C:10]([C:12]3[CH:17]=[CH:16][C:15]([F:18])=[C:14]([C:19]([F:20])([F:22])[F:21])[CH:13]=3)[N:9]=[C:8]2[CH:23]2[CH2:24][CH2:25][N:26]([C:29]3[N:34]=[CH:33][N:32]=[C:31]([NH2:35])[C:30]=3[C:36]3[CH:40]=[CH:42][NH:38][CH:37]=3)[CH2:27][CH2:28]2)[CH2:4][CH2:3][CH2:2]1, predict the reactants needed to synthesize it. The reactants are: [N:1]1([CH2:5][CH2:6][N:7]2[CH:11]=[C:10]([C:12]3[CH:17]=[CH:16][C:15]([F:18])=[C:14]([C:19]([F:22])([F:21])[F:20])[CH:13]=3)[N:9]=[C:8]2[CH:23]2[CH2:28][CH2:27][N:26]([C:29]3[N:34]=[CH:33][N:32]=[C:31]([NH2:35])[C:30]=3[C:36]3[CH:37]=[N:38]N[CH:40]=3)[CH2:25][CH2:24]2)[CH2:4][CH2:3][CH2:2]1.N1C=CC(B(O)O)=[CH:42]1. (8) Given the product [C:12]([N:1]1[C:10]2[C:5](=[CH:6][CH:7]=[CH:8][CH:9]=2)[C:4](=[O:11])[CH2:3][CH2:2]1)(=[O:17])[CH2:13][C:14]([CH3:16])=[O:15], predict the reactants needed to synthesize it. The reactants are: [NH:1]1[C:10]2[C:5](=[CH:6][CH:7]=[CH:8][CH:9]=2)[C:4](=[O:11])[CH2:3][CH2:2]1.[C:12](Cl)(=[O:17])[CH2:13][C:14]([CH3:16])=[O:15].